From a dataset of Forward reaction prediction with 1.9M reactions from USPTO patents (1976-2016). Predict the product of the given reaction. (1) Given the reactants O.[PH2:2]([O-:4])=[O:3].[Na+].[CH2:6]=[CH:7][CH2:8][CH2:9][CH2:10][CH3:11].OO, predict the reaction product. The product is: [CH2:6]([PH:2](=[O:4])[OH:3])[CH2:7][CH2:8][CH2:9][CH2:10][CH3:11]. (2) Given the reactants Br[C:2]1[C:6]([Br:7])=[CH:5][S:4][C:3]=1[N+:8]([O-:10])=[O:9].[NH:11]1[CH:15]=[CH:14][N:13]=[N:12]1.C(=O)(O)[O-].[K+], predict the reaction product. The product is: [Br:7][C:6]1[C:2]([N:12]2[N:13]=[CH:14][CH:15]=[N:11]2)=[C:3]([N+:8]([O-:10])=[O:9])[S:4][CH:5]=1. (3) Given the reactants [N:1]([CH2:4][C:5]([O:7][CH2:8][CH3:9])=[O:6])=[N+:2]=[N-:3].[OH:10][C:11]1([C:16]#N)[CH2:15][CH2:14][CH2:13][CH2:12]1.O=[C:19]1O[C@H]([C@H](CO)O)C([O-])=C1O.[Na+], predict the reaction product. The product is: [OH:10][C:11]1([C:16]2[N:3]=[N:2][N:1]([CH2:4][C:5]([O:7][CH2:8][CH3:9])=[O:6])[CH:19]=2)[CH2:15][CH2:14][CH2:13][CH2:12]1. (4) Given the reactants Cl.Cl[CH2:3][C:4]1[N:8]2[CH:9]=[C:10]([CH3:13])[CH:11]=[CH:12][C:7]2=[N:6][C:5]=1[C:14]1[CH:19]=[CH:18][C:17]([CH3:20])=[CH:16][CH:15]=1.[CH3:21][S:22][C:23]1[NH:27][C:26](=[S:28])[S:25][N:24]=1, predict the reaction product. The product is: [CH3:21][S:22][C:23]1[N:27]([CH2:3][C:4]2[N:8]3[CH:9]=[C:10]([CH3:13])[CH:11]=[CH:12][C:7]3=[N:6][C:5]=2[C:14]2[CH:19]=[CH:18][C:17]([CH3:20])=[CH:16][CH:15]=2)[C:26](=[S:28])[S:25][N:24]=1. (5) Given the reactants [CH3:1][C:2]1([CH3:27])[CH2:7][CH2:6][CH:5]([C:8]2[S:26][C:11]3[N:12]=[C:13]([CH3:25])[N:14]=[C:15]([CH2:16][N:17]4[CH2:22][CH2:21][NH:20][CH2:19][C:18]4([CH3:24])[CH3:23])[C:10]=3[CH:9]=2)[CH2:4][CH2:3]1.N1C=CC=CC=1.C(Cl)[Cl:35].[C:37](OC(=O)C)(=[O:39])[CH3:38], predict the reaction product. The product is: [ClH:35].[CH3:1][C:2]1([CH3:27])[CH2:7][CH2:6][CH:5]([C:8]2[S:26][C:11]3[N:12]=[C:13]([CH3:25])[N:14]=[C:15]([CH2:16][N:17]4[CH2:22][CH2:21][N:20]([C:37](=[O:39])[CH3:38])[CH2:19][C:18]4([CH3:23])[CH3:24])[C:10]=3[CH:9]=2)[CH2:4][CH2:3]1. (6) Given the reactants [NH2:1][C:2]1[C:11]([N+:12]([O-])=O)=[CH:10][CH:9]=[C:8]2[C:3]=1[CH:4]=[CH:5][CH:6]=[N:7]2, predict the reaction product. The product is: [NH2:1][C:2]1[C:11]([NH2:12])=[CH:10][CH:9]=[C:8]2[C:3]=1[CH:4]=[CH:5][CH:6]=[N:7]2.